Predict which catalyst facilitates the given reaction. From a dataset of Catalyst prediction with 721,799 reactions and 888 catalyst types from USPTO. (1) Reactant: C([O:3][C:4](=[O:22])/[CH:5]=[CH:6]/[CH:7]=[CH:8]/[CH:9]1[CH2:14][CH2:13][N:12]([C:15]([O:17][C:18]([CH3:21])([CH3:20])[CH3:19])=[O:16])[CH2:11][CH2:10]1)C.O[Li].O. Product: [C:18]([O:17][C:15]([N:12]1[CH2:13][CH2:14][CH:9](/[CH:8]=[CH:7]/[CH:6]=[CH:5]/[C:4]([OH:22])=[O:3])[CH2:10][CH2:11]1)=[O:16])([CH3:21])([CH3:19])[CH3:20]. The catalyst class is: 14. (2) Reactant: [Cl:1][C:2]1[C:3]([C:27]2[CH:28]=[N:29][C:30]([C:35]([F:38])([F:37])[F:36])=[CH:31][C:32]=2[C:33]#[N:34])=[CH:4][C:5]([C:15](=[O:26])[N:16]([C:18]2[CH:23]=[CH:22][CH:21]=[CH:20][C:19]=2[O:24][CH3:25])[CH3:17])=[C:6]([CH:14]=1)[O:7][CH2:8][CH2:9][CH2:10][C:11]([OH:13])=[O:12].[CH2:39](O)[CH3:40]. Product: [CH2:39]([O:12][C:11](=[O:13])[CH2:10][CH2:9][CH2:8][O:7][C:6]1[CH:14]=[C:2]([Cl:1])[C:3]([C:27]2[CH:28]=[N:29][C:30]([C:35]([F:38])([F:36])[F:37])=[CH:31][C:32]=2[C:33]#[N:34])=[CH:4][C:5]=1[C:15](=[O:26])[N:16]([C:18]1[CH:23]=[CH:22][CH:21]=[CH:20][C:19]=1[O:24][CH3:25])[CH3:17])[CH3:40]. The catalyst class is: 820. (3) Reactant: [CH3:1][O:2][C:3]1[S:7][C:6]2=[N:8][C:9]([C:11]3[O:12][C:13]4[C:14](=[C:16]([OH:20])[CH:17]=[CH:18][CH:19]=4)[N:15]=3)=[CH:10][N:5]2[N:4]=1.[O:21]1[CH:25]=[CH:24][C:23]([C:26]2[CH:27]=[C:28]([CH2:32]O)[CH:29]=[CH:30][CH:31]=2)=[CH:22]1.C1(P(C2C=CC=CC=2)C2C=CC=CC=2)C=CC=CC=1.CC(OC(/N=N/C(OC(C)C)=O)=O)C. Product: [O:21]1[CH:25]=[CH:24][C:23]([C:26]2[CH:27]=[C:28]([CH:29]=[CH:30][CH:31]=2)[CH2:32][O:20][C:16]2[C:14]3[N:15]=[C:11]([C:9]4[N:8]=[C:6]5[N:5]([CH:10]=4)[N:4]=[C:3]([O:2][CH3:1])[S:7]5)[O:12][C:13]=3[CH:19]=[CH:18][CH:17]=2)=[CH:22]1. The catalyst class is: 76.